From a dataset of Forward reaction prediction with 1.9M reactions from USPTO patents (1976-2016). Predict the product of the given reaction. (1) Given the reactants [F:1][C:2]1[C:7]([F:8])=[CH:6][CH:5]=[CH:4][C:3]=1[CH2:9][S:10][C:11]1[N:16]=[C:15]([NH2:17])[C:14]([NH2:18])=[C:13]([NH2:19])[N:12]=1.[CH2:20]([O:22][C:23]([N:25]=[C:26]=S)=[O:24])[CH3:21].C(N=C=NC(C)C)(C)C, predict the reaction product. The product is: [NH2:19][C:13]1[N:12]=[C:11]([S:10][CH2:9][C:3]2[CH:4]=[CH:5][CH:6]=[C:7]([F:8])[C:2]=2[F:1])[N:16]=[C:15]2[C:14]=1[N:18]=[C:26]([NH:25][C:23](=[O:24])[O:22][CH2:20][CH3:21])[NH:17]2. (2) Given the reactants [CH3:1][O:2][C:3](=[O:16])[C:4]1[C:9]([CH3:10])=[CH:8][C:7]([Cl:11])=[CH:6][C:5]=1[C:12]([F:15])([F:14])[F:13].[Br:17]NC(=O)CCC(N)=O.C(OOC(=O)C1C=CC=CC=1)(=O)C1C=CC=CC=1, predict the reaction product. The product is: [CH3:1][O:2][C:3](=[O:16])[C:4]1[C:5]([C:12]([F:14])([F:13])[F:15])=[CH:6][C:7]([Cl:11])=[CH:8][C:9]=1[CH2:10][Br:17]. (3) Given the reactants [C:1]([NH:4][C:5]1[CH:28]=[CH:27][C:8]([C:9]([NH:11][C:12]2[CH:17]=[CH:16][C:15]([F:18])=[CH:14][C:13]=2[NH:19]C(=O)OC(C)(C)C)=[O:10])=[CH:7][CH:6]=1)(=[O:3])[CH3:2].FC(F)(F)C(O)=O, predict the reaction product. The product is: [C:1]([NH:4][C:5]1[CH:28]=[CH:27][C:8]([C:9]([NH:11][C:12]2[CH:17]=[CH:16][C:15]([F:18])=[CH:14][C:13]=2[NH2:19])=[O:10])=[CH:7][CH:6]=1)(=[O:3])[CH3:2]. (4) Given the reactants [CH:1]1([CH2:4][O:5][CH2:6][C:7]([OH:9])=O)[CH2:3][CH2:2]1.[NH2:10][C:11]1[N:16]=[N:15][C:14]([N:17]2[CH2:22][CH2:21][N:20]([C:23]([C:25]3[CH:30]=[CH:29][CH:28]=[CH:27][C:26]=3[C:31]([F:34])([F:33])[F:32])=[O:24])[CH2:19][CH2:18]2)=[CH:13][CH:12]=1, predict the reaction product. The product is: [CH:1]1([CH2:4][O:5][CH2:6][C:7]([NH:10][C:11]2[N:16]=[N:15][C:14]([N:17]3[CH2:18][CH2:19][N:20]([C:23](=[O:24])[C:25]4[CH:30]=[CH:29][CH:28]=[CH:27][C:26]=4[C:31]([F:34])([F:33])[F:32])[CH2:21][CH2:22]3)=[CH:13][CH:12]=2)=[O:9])[CH2:2][CH2:3]1.